Dataset: Reaction yield outcomes from USPTO patents with 853,638 reactions. Task: Predict the reaction yield, written as a fraction of the theoretical maximum amount of product (1.0 means a 100% yield; for example, 0.34 means a 34% yield). (1) The reactants are [NH2:1][CH2:2][C:3]1[CH:4]=[C:5]2[C:9](=[CH:10][CH:11]=1)[C:8](=[O:12])[N:7]([CH:13]1[CH2:18][CH2:17][C:16](=[O:19])[NH:15][C:14]1=[O:20])[CH2:6]2.C(N(CC)CC)C.[N:28]1([C:34](Cl)=[O:35])[CH2:33][CH2:32][O:31][CH2:30][CH2:29]1. The catalyst is C(#N)C. The product is [O:20]=[C:14]1[CH:13]([N:7]2[CH2:6][C:5]3[C:9](=[CH:10][CH:11]=[C:3]([CH2:2][NH:1][C:34]([N:28]4[CH2:33][CH2:32][O:31][CH2:30][CH2:29]4)=[O:35])[CH:4]=3)[C:8]2=[O:12])[CH2:18][CH2:17][C:16](=[O:19])[NH:15]1. The yield is 0.200. (2) The reactants are [Zn](CC)[CH2:2]C.[CH2:6]([O:13][C:14]([CH:16]1[CH2:21][CH2:20][C:19](=[CH2:22])[CH2:18][CH2:17]1)=[O:15])[C:7]1[CH:12]=[CH:11][CH:10]=[CH:9][CH:8]=1.C(I)I. The catalyst is C1(C)C=CC=CC=1. The product is [CH2:6]([O:13][C:14]([CH:16]1[CH2:21][CH2:20][C:19]2([CH2:2][CH2:22]2)[CH2:18][CH2:17]1)=[O:15])[C:7]1[CH:12]=[CH:11][CH:10]=[CH:9][CH:8]=1. The yield is 0.770. (3) The reactants are [O:1]1[CH:5]=[CH:4][CH:3]=[C:2]1[CH2:6][N:7]([CH2:29][C:30]1[CH:35]=[CH:34][C:33]([O:36][CH3:37])=[CH:32][CH:31]=1)[S:8]([C:11]1[CH:28]=[CH:27][C:14]([C:15]([O:17]CC2C=CC(OC)=CC=2)=[O:16])=[CH:13][CH:12]=1)(=[O:10])=[O:9].[Li+].[OH-].C1COCC1.CO.Cl. No catalyst specified. The product is [O:1]1[CH:5]=[CH:4][CH:3]=[C:2]1[CH2:6][N:7]([CH2:29][C:30]1[CH:31]=[CH:32][C:33]([O:36][CH3:37])=[CH:34][CH:35]=1)[S:8]([C:11]1[CH:28]=[CH:27][C:14]([C:15]([OH:17])=[O:16])=[CH:13][CH:12]=1)(=[O:10])=[O:9]. The yield is 0.360. (4) The reactants are [CH2:1]([C:4]1([CH2:10][CH2:11][OH:12])[O:9][CH2:8][CH2:7][CH2:6][O:5]1)CC.[C:13](OCC)(=O)[CH2:14]C(C)=O. No catalyst specified. The product is [CH3:1][C:4]1([CH2:10][CH2:11][OH:12])[O:5][CH2:6][C:7]2([CH2:14][CH2:13]2)[CH2:8][O:9]1. The yield is 0.360. (5) The reactants are [SH:1][C:2]1[CH:7]=[CH:6][C:5]([OH:8])=[CH:4][CH:3]=1.C[O-].[Na+].[CH3:12][O:13][C:14](=[O:29])[C:15]1[CH:20]=[C:19]([S:21](=[O:27])(=[O:26])[NH:22][CH2:23][CH2:24]Br)[CH:18]=[CH:17][C:16]=1[CH3:28]. The catalyst is CO. The product is [CH3:12][O:13][C:14](=[O:29])[C:15]1[CH:20]=[C:19]([S:21](=[O:26])(=[O:27])[NH:22][CH2:23][CH2:24][S:1][C:2]2[CH:7]=[CH:6][C:5]([OH:8])=[CH:4][CH:3]=2)[CH:18]=[CH:17][C:16]=1[CH3:28]. The yield is 0.760. (6) The yield is 0.330. The product is [OH:62][C:63]1[N:13]([C:14]2[CH:19]=[CH:83][C:82]([O:81][CH3:80])=[C:16]([N:22]([CH3:26])[CH2:23][CH2:24][CH3:25])[CH:15]=2)[C:11]([C:10]2[CH:27]=[C:28]([CH:39]([CH3:40])[CH3:41])[C:29]([OH:31])=[CH:30][C:9]=2[OH:8])=[N:64][N:65]=1. The reactants are C([O:8][C:9]1[CH:30]=[C:29]([O:31]CC2C=CC=CC=2)[C:28]([CH:39]([CH3:41])[CH3:40])=[CH:27][C:10]=1[C:11]([NH:13][C:14]1[CH:19]=CC(OC)=[C:16]([N:22]([CH3:26])[CH2:23][CH2:24][CH3:25])[CH:15]=1)=O)C1C=CC=CC=1.COC1C=CC(P2(SP(C3C=CC([O:62][CH3:63])=CC=3)(=S)S2)=S)=CC=1.[NH2:64][NH2:65].C1N=CN(C(N2C=NC=C2)=O)C=1.O1[CH2:83][CH2:82][O:81][CH2:80]C1. The catalyst is C1(C)C=CC=CC=1.C(OCC)(=O)C.O. (7) The reactants are O=[C:2]([CH3:13])[CH2:3][C:4]1[CH:12]=[CH:11][CH:10]=[CH:9][C:5]=1[C:6]([OH:8])=O.[CH3:14][O:15][C:16]1[CH:22]=[CH:21][C:19]([NH2:20])=[CH:18][CH:17]=1.Cl.C(N=C=NCCCN(C)C)C.N1C=CC=CC=1. The catalyst is C(Cl)(Cl)Cl. The product is [CH3:14][O:15][C:16]1[CH:22]=[CH:21][C:19]([N:20]2[C:2]([CH3:13])=[CH:3][C:4]3[C:5](=[CH:9][CH:10]=[CH:11][CH:12]=3)[C:6]2=[O:8])=[CH:18][CH:17]=1. The yield is 0.440. (8) The reactants are [CH2:1]1[C:7]2[CH:8]=[CH:9][CH:10]=[CH:11][C:6]=2[CH2:5][NH:4][C:3](=O)[NH:2]1.O=P(Cl)(Cl)Cl.[CH3:18][O:19][CH2:20][CH2:21][NH:22][CH3:23]. No catalyst specified. The product is [CH3:18][O:19][CH2:20][CH2:21][N:22]([CH3:23])[C:3]1=[N:2][CH2:1][C:7]2[CH:8]=[CH:9][CH:10]=[CH:11][C:6]=2[CH2:5][NH:4]1. The yield is 0.280.